From a dataset of Full USPTO retrosynthesis dataset with 1.9M reactions from patents (1976-2016). Predict the reactants needed to synthesize the given product. Given the product [C:26]([C:30]1[CH:34]=[C:33]([CH2:35][NH:36][C:17]([NH:16][C:13]2[CH:12]=[CH:11][C:10]([CH2:9][O:8][Si:1]([C:4]([CH3:5])([CH3:6])[CH3:7])([CH3:2])[CH3:3])=[CH:15][N:14]=2)=[O:25])[N:32]([C:37]2[CH:42]=[CH:41][CH:40]=[C:39]([Cl:43])[CH:38]=2)[N:31]=1)([CH3:29])([CH3:27])[CH3:28], predict the reactants needed to synthesize it. The reactants are: [Si:1]([O:8][CH2:9][C:10]1[CH:11]=[CH:12][C:13]([NH:16][C:17](=[O:25])OC2C=CC=CC=2)=[N:14][CH:15]=1)([C:4]([CH3:7])([CH3:6])[CH3:5])([CH3:3])[CH3:2].[C:26]([C:30]1[CH:34]=[C:33]([CH2:35][NH2:36])[N:32]([C:37]2[CH:42]=[CH:41][CH:40]=[C:39]([Cl:43])[CH:38]=2)[N:31]=1)([CH3:29])([CH3:28])[CH3:27].